This data is from Retrosynthesis with 50K atom-mapped reactions and 10 reaction types from USPTO. The task is: Predict the reactants needed to synthesize the given product. (1) Given the product Cc1nc(-c2ccccn2)ncc1C(=O)Nn1ccc2cc(F)cnc21, predict the reactants needed to synthesize it. The reactants are: Cc1nc(-c2ccccn2)ncc1C(=O)O.Nn1ccc2cc(F)cnc21. (2) Given the product CC(C)Oc1ccc(CCCO)c(Oc2ncc(C(F)(F)F)cc2Cl)c1, predict the reactants needed to synthesize it. The reactants are: CC(C)Oc1ccc(CCC(=O)O)c(Oc2ncc(C(F)(F)F)cc2Cl)c1. (3) Given the product O=C(O)C(CC1CCCC1)n1ncccc1=O, predict the reactants needed to synthesize it. The reactants are: COC(=O)C(CC1CCCC1)n1ncccc1=O. (4) Given the product COC(=O)/C=C/[C@H]1[C@H](c2ccc(F)cc2)[C@@H](O[C@H](C)c2cc(C(F)(F)F)cc(C(F)(F)F)c2)CN1C(=O)OC(C)(C)C, predict the reactants needed to synthesize it. The reactants are: COC(=O)C=P(c1ccccc1)(c1ccccc1)c1ccccc1.C[C@@H](O[C@H]1CN(C(=O)OC(C)(C)C)[C@@H](C=O)[C@@H]1c1ccc(F)cc1)c1cc(C(F)(F)F)cc(C(F)(F)F)c1. (5) The reactants are: COC(=O)Cc1c(F)cc2ncccc2c1F.NN. Given the product NNC(=O)Cc1c(F)cc2ncccc2c1F, predict the reactants needed to synthesize it.